Dataset: Peptide-MHC class II binding affinity with 134,281 pairs from IEDB. Task: Regression. Given a peptide amino acid sequence and an MHC pseudo amino acid sequence, predict their binding affinity value. This is MHC class II binding data. (1) The peptide sequence is ITRVESENKVVILDSFDPLV. The binding affinity (normalized) is 0.478. The MHC is DRB1_1501 with pseudo-sequence DRB1_1501. (2) The peptide sequence is AAGVPPADKYRTFVA. The MHC is HLA-DPA10103-DPB10301 with pseudo-sequence HLA-DPA10103-DPB10301. The binding affinity (normalized) is 0.171. (3) The peptide sequence is VDKIDAAFKIAATAA. The MHC is DRB3_0101 with pseudo-sequence DRB3_0101. The binding affinity (normalized) is 0.567. (4) The peptide sequence is VSWEEEAEISGSSAR. The MHC is HLA-DQA10201-DQB10301 with pseudo-sequence HLA-DQA10201-DQB10301. The binding affinity (normalized) is 0.596. (5) The peptide sequence is TEAFSTAWQAACKKP. The MHC is DRB3_0101 with pseudo-sequence DRB3_0101. The binding affinity (normalized) is 0.258.